From a dataset of Full USPTO retrosynthesis dataset with 1.9M reactions from patents (1976-2016). Predict the reactants needed to synthesize the given product. Given the product [CH3:1][O:2][C:3]1[C:11]2[CH:10]=[C:9]([C:17]3[N:18]([CH3:22])[CH:19]=[CH:20][N:21]=3)[O:8][C:7]=2[CH:6]=[CH:5][CH:4]=1, predict the reactants needed to synthesize it. The reactants are: [CH3:1][O:2][C:3]1[C:11]2[CH:10]=[C:9]([Sn](C)(C)C)[O:8][C:7]=2[CH:6]=[CH:5][CH:4]=1.Br[C:17]1[N:18]([CH3:22])[CH:19]=[CH:20][N:21]=1.